This data is from NCI-60 drug combinations with 297,098 pairs across 59 cell lines. The task is: Regression. Given two drug SMILES strings and cell line genomic features, predict the synergy score measuring deviation from expected non-interaction effect. Drug 1: CC1=C2C(C(=O)C3(C(CC4C(C3C(C(C2(C)C)(CC1OC(=O)C(C(C5=CC=CC=C5)NC(=O)C6=CC=CC=C6)O)O)OC(=O)C7=CC=CC=C7)(CO4)OC(=O)C)O)C)OC(=O)C. Drug 2: CNC(=O)C1=NC=CC(=C1)OC2=CC=C(C=C2)NC(=O)NC3=CC(=C(C=C3)Cl)C(F)(F)F. Cell line: NCI/ADR-RES. Synergy scores: CSS=2.03, Synergy_ZIP=-2.64, Synergy_Bliss=-6.18, Synergy_Loewe=0.435, Synergy_HSA=-5.92.